The task is: Predict the reaction yield, written as a fraction of the theoretical maximum amount of product (1.0 means a 100% yield; for example, 0.34 means a 34% yield).. This data is from Reaction yield outcomes from USPTO patents with 853,638 reactions. (1) The reactants are Br.[NH2:2][CH2:3][CH2:4][CH2:5][CH2:6][C:7]1[CH:12]=[CH:11][C:10]([OH:13])=[CH:9][CH:8]=1.[C:14]1(=O)[O:19][C:17](=[O:18])[C:16]2=[CH:20][CH:21]=[CH:22][CH:23]=[C:15]12.C(N(CC)CC)C. The catalyst is C(Cl)(Cl)Cl. The product is [OH:13][C:10]1[CH:9]=[CH:8][C:7]([CH2:6][CH2:5][CH2:4][CH2:3][N:2]2[C:17](=[O:18])[C:16]3[C:15](=[CH:23][CH:22]=[CH:21][CH:20]=3)[C:14]2=[O:19])=[CH:12][CH:11]=1. The yield is 0.410. (2) The yield is 0.550. The catalyst is CN(C=O)C. The reactants are [CH3:1][C:2]1[N:7]=[C:6]2[S:8][C:9]3[CH2:14][CH2:13][CH2:12][CH2:11][C:10]=3[C:5]2=[C:4]([C:15]2[CH:20]=[CH:19][C:18]([CH3:21])=[CH:17][CH:16]=2)[C:3]=1[CH2:22][C:23]([O:25][CH3:26])=[O:24].[Li+].C[Si]([N-][Si](C)(C)C)(C)C.C1COCC1.Br[CH2:43][CH2:44][C:45]1[CH:50]=[CH:49][CH:48]=[CH:47][CH:46]=1. The product is [CH3:1][C:2]1[N:7]=[C:6]2[S:8][C:9]3[CH2:14][CH2:13][CH2:12][CH2:11][C:10]=3[C:5]2=[C:4]([C:15]2[CH:16]=[CH:17][C:18]([CH3:21])=[CH:19][CH:20]=2)[C:3]=1[CH:22]([CH2:43][CH2:44][C:45]1[CH:50]=[CH:49][CH:48]=[CH:47][CH:46]=1)[C:23]([O:25][CH3:26])=[O:24]. (3) The yield is 0.700. The catalyst is C1(C)C=CC=CC=1. The product is [C:2]1([NH:1][C:18](=[O:21])[CH2:17][CH:16]([CH2:20][OH:19])[CH2:12][CH2:13][CH2:14][CH3:15])[CH:7]=[CH:6][CH:5]=[CH:4][CH:3]=1. The reactants are [NH2:1][C:2]1[CH:7]=[CH:6][CH:5]=[CH:4][CH:3]=1.C[Al](C)C.[CH2:12]([CH:16]1[CH2:20][O:19][C:18](=[O:21])[CH2:17]1)[CH2:13][CH2:14][CH3:15]. (4) The reactants are C[O:2][C:3]1[CH:4]=[C:5]([CH2:10][C:11]#[N:12])[CH:6]=[CH:7][C:8]=1[CH3:9].B(Br)(Br)Br. The catalyst is C(Cl)Cl. The product is [OH:2][C:3]1[CH:4]=[C:5]([CH2:10][C:11]#[N:12])[CH:6]=[CH:7][C:8]=1[CH3:9]. The yield is 0.930. (5) The reactants are [Br:1][C:2]1[CH:7]=[CH:6][C:5]([CH2:8][C:9]#[N:10])=[CH:4][CH:3]=1.[C:11](OC)(=[O:18])[C:12]1[CH:17]=[CH:16][N:15]=[CH:14][CH:13]=1. The catalyst is CCO.O. The product is [Br:1][C:2]1[CH:7]=[CH:6][C:5]([CH:8]([C:11](=[O:18])[C:12]2[CH:17]=[CH:16][N:15]=[CH:14][CH:13]=2)[C:9]#[N:10])=[CH:4][CH:3]=1. The yield is 0.500. (6) The reactants are NC1N(C2CCCN(C(OCC3C=CC=CC=3)=O)C2)N=C(C2C=CC(OC3C=CC=CC=3)=CC=2)C=1C#N.[Cl:38][C:39]1[N:44]=[CH:43][C:42]([C:45](=[C:48]([C:51]#[N:52])[C:49]#[N:50])OC)=[CH:41][CH:40]=1.Cl.[CH2:54]([O:61][C:62]([N:64]1[CH2:69][CH2:68][CH2:67][CH:66]([NH:70][NH2:71])[CH2:65]1)=[O:63])[C:55]1[CH:60]=[CH:59][CH:58]=[CH:57][CH:56]=1. No catalyst specified. The product is [NH2:52][C:51]1[N:70]([CH:66]2[CH2:67][CH2:68][CH2:69][N:64]([C:62]([O:61][CH2:54][C:55]3[CH:60]=[CH:59][CH:58]=[CH:57][CH:56]=3)=[O:63])[CH2:65]2)[N:71]=[C:45]([C:42]2[CH:43]=[N:44][C:39]([Cl:38])=[CH:40][CH:41]=2)[C:48]=1[C:49]#[N:50]. The yield is 0.100. (7) The reactants are [CH2:1]([N:8]1[CH2:13][CH2:12][CH2:11][CH:10]([CH2:14][N:15]2[CH2:20][CH2:19][N:18](C(OC(C)(C)C)=O)[CH2:17][C:16]2=[O:28])[CH2:9]1)[C:2]1[CH:7]=[CH:6][CH:5]=[CH:4][CH:3]=1.[ClH:29]. The catalyst is ClCCl.O1CCOCC1. The product is [ClH:29].[ClH:29].[CH2:1]([N:8]1[CH2:13][CH2:12][CH2:11][CH:10]([CH2:14][N:15]2[CH2:20][CH2:19][NH:18][CH2:17][C:16]2=[O:28])[CH2:9]1)[C:2]1[CH:3]=[CH:4][CH:5]=[CH:6][CH:7]=1. The yield is 1.00.